This data is from Reaction yield outcomes from USPTO patents with 853,638 reactions. The task is: Predict the reaction yield, written as a fraction of the theoretical maximum amount of product (1.0 means a 100% yield; for example, 0.34 means a 34% yield). (1) The reactants are [Cl:1][C:2]1[C:7](Cl)=[N:6][CH:5]=[CH:4][N:3]=1.O.[NH2:10][NH2:11]. The catalyst is C(O)C. The product is [Cl:1][C:2]1[C:7]([NH:10][NH2:11])=[N:6][CH:5]=[CH:4][N:3]=1. The yield is 0.870. (2) The reactants are [NH2:1][C@H:2]([C:6]1[CH:11]=[CH:10][C:9]([Cl:12])=[CH:8][CH:7]=1)[CH2:3][CH2:4][OH:5].[C:13]([O:17][C:18]([NH:20][C:21]1([C:36](O)=[O:37])[CH2:26][CH2:25][N:24]([C:27]2[C:28]3[CH:35]=[CH:34][NH:33][C:29]=3[N:30]=[CH:31][N:32]=2)[CH2:23][CH2:22]1)=[O:19])([CH3:16])([CH3:15])[CH3:14].CCN(C(C)C)C(C)C.CN(C(ON1N=NC2C=CC=NC1=2)=[N+](C)C)C.F[P-](F)(F)(F)(F)F. The catalyst is CC(N(C)C)=O. The product is [Cl:12][C:9]1[CH:8]=[CH:7][C:6]([C@@H:2]([NH:1][C:36]([C:21]2([NH:20][C:18](=[O:19])[O:17][C:13]([CH3:15])([CH3:14])[CH3:16])[CH2:22][CH2:23][N:24]([C:27]3[C:28]4[CH:35]=[CH:34][NH:33][C:29]=4[N:30]=[CH:31][N:32]=3)[CH2:25][CH2:26]2)=[O:37])[CH2:3][CH2:4][OH:5])=[CH:11][CH:10]=1. The yield is 0.820.